This data is from Reaction yield outcomes from USPTO patents with 853,638 reactions. The task is: Predict the reaction yield, written as a fraction of the theoretical maximum amount of product (1.0 means a 100% yield; for example, 0.34 means a 34% yield). (1) The reactants are [CH2:1]([O:3][C:4](=[O:25])[C@:5](O)([CH3:23])[C@@H:6]([C@H:16]1[CH2:20][O:19][C:18]([CH3:22])([CH3:21])[O:17]1)[O:7][C:8](=[O:15])[C:9]1[CH:14]=[CH:13][CH:12]=[CH:11][CH:10]=1)[CH3:2].CCN(S(F)(F)[F:32])CC.C([O-])(O)=O.[Na+]. The catalyst is C1COCC1. The product is [CH2:1]([O:3][C:4](=[O:25])[C@@:5]([F:32])([CH3:23])[C@@H:6]([C@H:16]1[CH2:20][O:19][C:18]([CH3:22])([CH3:21])[O:17]1)[O:7][C:8](=[O:15])[C:9]1[CH:14]=[CH:13][CH:12]=[CH:11][CH:10]=1)[CH3:2]. The yield is 0.680. (2) The reactants are [F:1][C:2]([F:18])([F:17])[C:3]1[CH:4]=[C:5]([C:9]2([CH:15]=O)[CH2:14][CH2:13][CH2:12][CH2:11][CH2:10]2)[CH:6]=[CH:7][CH:8]=1.[CH3:19][NH2:20]. No catalyst specified. The product is [CH3:19][NH:20][CH2:15][C:9]1([C:5]2[CH:6]=[CH:7][CH:8]=[C:3]([C:2]([F:18])([F:17])[F:1])[CH:4]=2)[CH2:14][CH2:13][CH2:12][CH2:11][CH2:10]1. The yield is 0.450.